The task is: Predict the reactants needed to synthesize the given product.. This data is from Full USPTO retrosynthesis dataset with 1.9M reactions from patents (1976-2016). (1) Given the product [C:21]([CH:20]=[CH:19][C:13]1[CH:12]=[C:11]2[C:16]([C:7]([O:6][C:5]3[CH:28]=[CH:29][C:2]([Cl:1])=[CH:3][C:4]=3[F:30])=[N:8][CH:9]=[N:10]2)=[CH:15][C:14]=1[O:17][CH3:18])([OH:23])=[O:22], predict the reactants needed to synthesize it. The reactants are: [Cl:1][C:2]1[CH:29]=[CH:28][C:5]([O:6][C:7]2[C:16]3[C:11](=[CH:12][C:13]([CH:19]=[CH:20][C:21]([O:23]C(C)(C)C)=[O:22])=[C:14]([O:17][CH3:18])[CH:15]=3)[N:10]=[CH:9][N:8]=2)=[C:4]([F:30])[CH:3]=1. (2) Given the product [CH3:16][N:17]([CH3:18])[C:13]([C@H:10]1[CH2:11][CH2:12][NH:8][CH2:9]1)=[O:15], predict the reactants needed to synthesize it. The reactants are: CC(OC([N:8]1[CH2:12][CH2:11][C@H:10]([C:13]([OH:15])=O)[CH2:9]1)=O)(C)C.[CH3:16][NH:17][C:18]([C@H]1CCNC1)=O. (3) Given the product [C:10]1([C:23]2[CH:28]=[CH:27][CH:26]=[CH:25][CH:24]=2)[CH:11]=[CH:12][C:13]([NH:16][C:17](=[O:22])[CH2:18][C:19]([N:52]2[CH2:53][CH2:54][CH:55]([O:58][C:59]3[CH:66]=[CH:65][CH:64]=[C:61]([C:62]#[N:63])[CH:60]=3)[CH2:56][CH2:57]2)=[O:21])=[CH:14][CH:15]=1, predict the reactants needed to synthesize it. The reactants are: CCN(C(C)C)C(C)C.[C:10]1([C:23]2[CH:28]=[CH:27][CH:26]=[CH:25][CH:24]=2)[CH:15]=[CH:14][C:13]([NH:16][C:17](=[O:22])[CH2:18][C:19]([OH:21])=O)=[CH:12][CH:11]=1.C1C=CC2N(O)N=NC=2C=1.CCN=C=NCCCN(C)C.Cl.Cl.[NH:52]1[CH2:57][CH2:56][CH:55]([O:58][C:59]2[CH:60]=[C:61]([CH:64]=[CH:65][CH:66]=2)[C:62]#[N:63])[CH2:54][CH2:53]1. (4) Given the product [N:30]([CH2:6][CH2:7][O:8][C:9]1[CH:14]=[CH:13][C:12]([CH2:15][C:16]([CH3:29])([O:22][C:23]2[CH:28]=[CH:27][CH:26]=[CH:25][CH:24]=2)[C:17]([O:19][CH2:20][CH3:21])=[O:18])=[CH:11][CH:10]=1)=[N+:31]=[N-:32], predict the reactants needed to synthesize it. The reactants are: CS(O[CH2:6][CH2:7][O:8][C:9]1[CH:14]=[CH:13][C:12]([CH2:15][C:16]([CH3:29])([O:22][C:23]2[CH:28]=[CH:27][CH:26]=[CH:25][CH:24]=2)[C:17]([O:19][CH2:20][CH3:21])=[O:18])=[CH:11][CH:10]=1)(=O)=O.[N-:30]=[N+:31]=[N-:32].[Na+]. (5) The reactants are: C([N:8]1[CH2:13][CH2:12][CH2:11][CH:10]([O:14][C:15]2[CH:16]=[C:17]3[C:21](=[CH:22][CH:23]=2)[NH:20][N:19]=[C:18]3[S:24]([C:27]2[C:36]3[C:31](=[CH:32][CH:33]=[CH:34][CH:35]=3)[CH:30]=[CH:29][CH:28]=2)(=[O:26])=[O:25])[CH2:9]1)C1C=CC=CC=1.Cl. Given the product [C:27]1([S:24]([C:18]2[C:17]3[C:21](=[CH:22][CH:23]=[C:15]([O:14][CH:10]4[CH2:11][CH2:12][CH2:13][NH:8][CH2:9]4)[CH:16]=3)[NH:20][N:19]=2)(=[O:25])=[O:26])[C:36]2[C:31](=[CH:32][CH:33]=[CH:34][CH:35]=2)[CH:30]=[CH:29][CH:28]=1, predict the reactants needed to synthesize it. (6) Given the product [Cl:33][C:22]1[CH:21]=[C:20]([NH:19][C:11]2[C:10]3[C:15](=[CH:16][C:7]4[CH:6]=[C:5]([O:4][CH2:3][CH2:2][N:38]5[CH2:43][CH2:42][O:41][CH2:40][CH2:39]5)[C:35]([O:36][CH3:37])=[CH:34][C:8]=4[CH:9]=3)[N:14]=[CH:13][C:12]=2[C:17]#[N:18])[CH:25]=[CH:24][C:23]=1[S:26][C:27]1[N:28]([CH3:32])[CH:29]=[CH:30][N:31]=1, predict the reactants needed to synthesize it. The reactants are: Cl[CH2:2][CH2:3][O:4][C:5]1[C:35]([O:36][CH3:37])=[CH:34][C:8]2[CH:9]=[C:10]3[C:15](=[CH:16][C:7]=2[CH:6]=1)[N:14]=[CH:13][C:12]([C:17]#[N:18])=[C:11]3[NH:19][C:20]1[CH:25]=[CH:24][C:23]([S:26][C:27]2[N:28]([CH3:32])[CH:29]=[CH:30][N:31]=2)=[C:22]([Cl:33])[CH:21]=1.[NH:38]1[CH2:43][CH2:42][O:41][CH2:40][CH2:39]1.[I-].[Na+].C(=O)(O)[O-].[Na+]. (7) Given the product [NH:11]1[C:7]2=[N:8][CH:9]=[CH:10][C:5]([NH2:4])=[C:6]2[CH:13]=[CH:12]1, predict the reactants needed to synthesize it. The reactants are: C([NH:4][C:5]1[CH:10]=[CH:9][N:8]=[C:7]2[NH:11][CH:12]=[CH:13][C:6]=12)C=C.CS(O)(=O)=O. (8) The reactants are: [O:1]1[CH:5]=[CH:4][CH:3]=[C:2]1[C:6]1[N:19]=[C:9]2[N:10]=[C:11](S(C)(=O)=O)[N:12]=[C:13]([NH2:14])[N:8]2[N:7]=1.[Cl:20][C:21]1[CH:22]=[N:23][CH:24]=[C:25]([Cl:35])[C:26]=1[C:27]([N:29]1[CH2:34][CH2:33][NH:32][CH2:31][CH2:30]1)=[O:28]. Given the product [NH2:14][C:13]1[N:8]2[N:7]=[C:6]([C:2]3[O:1][CH:5]=[CH:4][CH:3]=3)[N:19]=[C:9]2[N:10]=[C:11]([N:32]2[CH2:33][CH2:34][N:29]([C:27]([C:26]3[C:25]([Cl:35])=[CH:24][N:23]=[CH:22][C:21]=3[Cl:20])=[O:28])[CH2:30][CH2:31]2)[N:12]=1, predict the reactants needed to synthesize it.